Dataset: Catalyst prediction with 721,799 reactions and 888 catalyst types from USPTO. Task: Predict which catalyst facilitates the given reaction. Reactant: [Br:1][C:2]1[CH:10]=[C:9]2[C:5]([CH2:6][CH2:7][C@@H:8]2O)=[CH:4][CH:3]=1.C[CH2:13][N:14](CC)[CH2:15]C.CS(Cl)(=O)=O.CNC. Product: [Br:1][C:2]1[CH:10]=[C:9]2[C:5]([CH2:6][CH2:7][C@H:8]2[N:14]([CH3:15])[CH3:13])=[CH:4][CH:3]=1. The catalyst class is: 1.